Dataset: Reaction yield outcomes from USPTO patents with 853,638 reactions. Task: Predict the reaction yield, written as a fraction of the theoretical maximum amount of product (1.0 means a 100% yield; for example, 0.34 means a 34% yield). (1) The reactants are [I:1][C:2]1[CH:10]=[CH:9][CH:8]=[CH:7][C:3]=1[C:4]([OH:6])=O.[Cl-].[Cl-].[Cl-].[Al+3].[C:15]1([C:25]2[N:29]3[CH:30]=[CH:31][CH:32]=[CH:33][C:28]3=[CH:27][N:26]=2)[C:24]2[C:19](=[CH:20][CH:21]=[CH:22][CH:23]=2)[CH:18]=[CH:17][CH:16]=1. The catalyst is ClCCCl. The product is [I:1][C:2]1[CH:10]=[CH:9][CH:8]=[CH:7][C:3]=1[C:4]([C:27]1[N:26]=[C:25]([C:15]2[C:24]3[C:19](=[CH:20][CH:21]=[CH:22][CH:23]=3)[CH:18]=[CH:17][CH:16]=2)[N:29]2[CH:30]=[CH:31][CH:32]=[CH:33][C:28]=12)=[O:6]. The yield is 0.180. (2) The reactants are [CH:1]1([N:6]2[CH2:11][CH2:10][N:9]([C:12]([C:14]3[CH:15]=[C:16]4[C:20](=[CH:21][CH:22]=3)[NH:19][C:18]([C:23]([OH:25])=O)=[CH:17]4)=[O:13])[CH2:8][CH2:7]2)[CH2:5][CH2:4][CH2:3][CH2:2]1.C1(N2CCN(C(C3C=C4C(=CC=3)NC(C(N3CCS(=O)(=O)CC3)=O)=C4)=O)CC2)CCCC1.F[B-](F)(F)F.N1(OC(N(C)C)=[N+](C)C)C2C=CC=CC=2N=N1.[CH3:80][C:81]1[CH:87]=[CH:86][CH:85]=[C:84]([CH3:88])[C:82]=1[NH2:83].C(N(CC)C(C)C)(C)C. The catalyst is CN(C)C=O. The product is [CH3:80][C:81]1[CH:87]=[CH:86][CH:85]=[C:84]([CH3:88])[C:82]=1[NH:83][C:23]([C:18]1[NH:19][C:20]2[C:16]([CH:17]=1)=[CH:15][C:14]([C:12]([N:9]1[CH2:8][CH2:7][N:6]([CH:1]3[CH2:5][CH2:4][CH2:3][CH2:2]3)[CH2:11][CH2:10]1)=[O:13])=[CH:22][CH:21]=2)=[O:25]. The yield is 0.220. (3) The reactants are [OH:1]/[N:2]=[C:3](\Cl)/[C:4]1[CH:15]=[CH:14][C:7]2[B:8]([OH:13])[O:9][C:10]([CH3:12])([CH3:11])[C:6]=2[CH:5]=1.[F:17][C:18]1[CH:23]=[CH:22][C:21]([C:24]([C:26]([F:29])([F:28])[F:27])=[CH2:25])=[CH:20][C:19]=1[C:30]([F:33])([F:32])[F:31].Cl.CC(=O)OCC. The catalyst is CN(C=O)C. The product is [F:17][C:18]1[CH:23]=[CH:22][C:21]([C:24]2([C:26]([F:27])([F:28])[F:29])[O:1][N:2]=[C:3]([C:4]3[CH:15]=[CH:14][C:7]4[B:8]([OH:13])[O:9][C:10]([CH3:12])([CH3:11])[C:6]=4[CH:5]=3)[CH2:25]2)=[CH:20][C:19]=1[C:30]([F:31])([F:32])[F:33]. The yield is 0.200. (4) The reactants are [OH:1][C:2]1[CH:7]=[CH:6][C:5]([CH2:8][C:9](=[O:22])[C:10]([NH:12][CH2:13][CH2:14][CH2:15][CH2:16][CH2:17][CH2:18][CH2:19][CH2:20][CH3:21])=[O:11])=[CH:4][CH:3]=1.[CH3:23]OC(OC)OC.C12(CS(O)(=O)=O)C(C)(C)C(CC1)CC2=O.C(=O)([O-])O.[Na+]. The catalyst is CO. The product is [OH:1][C:2]1[CH:3]=[CH:4][C:5]([CH:8]=[C:9]([O:22][CH3:23])[C:10]([NH:12][CH2:13][CH2:14][CH2:15][CH2:16][CH2:17][CH2:18][CH2:19][CH2:20][CH3:21])=[O:11])=[CH:6][CH:7]=1. The yield is 0.210. (5) The reactants are [CH3:1][C:2]1([CH3:12])[C:10]2[C:5](=[CH:6][CH:7]=[CH:8][CH:9]=2)[NH:4][C:3]1=[O:11].[F:13][C:14]1[CH:19]=[CH:18][CH:17]=[CH:16][C:15]=1[CH:20]1[O:22][CH:21]1[CH2:23][OH:24]. No catalyst specified. The product is [F:13][C:14]1[CH:19]=[CH:18][CH:17]=[CH:16][C:15]=1[CH:20]([N:4]1[C:5]2[C:10](=[CH:9][CH:8]=[CH:7][CH:6]=2)[C:2]([CH3:12])([CH3:1])[C:3]1=[O:11])[CH:21]([OH:22])[CH2:23][OH:24]. The yield is 0.820. (6) The reactants are Cl.[NH2:2][C@@H:3]([C@@H:6]([C:11]1[CH:16]=[C:15]([F:17])[CH:14]=[C:13]([F:18])[CH:12]=1)[C:7]([F:10])([F:9])[F:8])[CH2:4][OH:5].[Cl:19][C:20]1[S:24][C:23]([S:25](Cl)(=[O:27])=[O:26])=[CH:22][CH:21]=1.CCCCCCC. The catalyst is CN(C)C1C=CN=CC=1.ClCCl.CCOCC. The product is [Cl:19][C:20]1[S:24][C:23]([S:25]([NH:2][C@@H:3]([C@@H:6]([C:11]2[CH:12]=[C:13]([F:18])[CH:14]=[C:15]([F:17])[CH:16]=2)[C:7]([F:8])([F:9])[F:10])[CH2:4][OH:5])(=[O:27])=[O:26])=[CH:22][CH:21]=1. The yield is 0.730. (7) The reactants are [CH2:1]([O:8][C:9]1[CH:14]=[CH:13][C:12]([N:15]2[C:19]([CH3:20])=[C:18]([C:21](O)=[O:22])[N:17]=[C:16]2[C:24]2[CH:29]=[CH:28][C:27]([Cl:30])=[CH:26][C:25]=2[Cl:31])=[CH:11][CH:10]=1)[C:2]1[CH:7]=[CH:6][CH:5]=[CH:4][CH:3]=1.S(Cl)(Cl)=O.[OH:36][CH:37]1[CH2:42][CH2:41][CH2:40][N:39]([NH2:43])[CH2:38]1.C(N(CC)CC)C.[OH-].[Na+]. The catalyst is ClCCl.CO.C1COCC1. The product is [OH:36][CH:37]1[CH2:42][CH2:41][CH2:40][N:39]([NH:43][C:21]([C:18]2[N:17]=[C:16]([C:24]3[CH:29]=[CH:28][C:27]([Cl:30])=[CH:26][C:25]=3[Cl:31])[N:15]([C:12]3[CH:11]=[CH:10][C:9]([O:8][CH2:1][C:2]4[CH:3]=[CH:4][CH:5]=[CH:6][CH:7]=4)=[CH:14][CH:13]=3)[C:19]=2[CH3:20])=[O:22])[CH2:38]1. The yield is 0.170.